From a dataset of Full USPTO retrosynthesis dataset with 1.9M reactions from patents (1976-2016). Predict the reactants needed to synthesize the given product. (1) Given the product [CH3:26][C:10]1([CH2:11][CH2:12][N:13]2[CH2:18][CH2:17][N:16]([C:19]([O:21][C:22]([CH3:25])([CH3:24])[CH3:23])=[O:20])[CH2:15][CH2:14]2)[CH2:2][O:9]1, predict the reactants needed to synthesize it. The reactants are: [I-].[CH3:2][S+](C)(C)=O.[H-].[Na+].[O:9]=[C:10]([CH3:26])[CH2:11][CH2:12][N:13]1[CH2:18][CH2:17][N:16]([C:19]([O:21][C:22]([CH3:25])([CH3:24])[CH3:23])=[O:20])[CH2:15][CH2:14]1.O. (2) Given the product [C:25]([O:24][C:22]([N:12]1[CH2:11][CH2:10][CH:9]([C:4]2[CH:3]=[C:2]([F:1])[CH:7]=[CH:6][C:5]=2[OH:8])[CH2:14][CH2:13]1)=[O:23])([CH3:28])([CH3:27])[CH3:26], predict the reactants needed to synthesize it. The reactants are: [F:1][C:2]1[CH:7]=[CH:6][C:5]([OH:8])=[C:4]([CH:9]2[CH2:14][CH2:13][NH:12][CH2:11][CH2:10]2)[CH:3]=1.C(N(CC)CC)C.[C:22](O[C:22]([O:24][C:25]([CH3:28])([CH3:27])[CH3:26])=[O:23])([O:24][C:25]([CH3:28])([CH3:27])[CH3:26])=[O:23].C(OCC)(=O)C.